The task is: Predict which catalyst facilitates the given reaction.. This data is from Catalyst prediction with 721,799 reactions and 888 catalyst types from USPTO. (1) Reactant: [H-].[Na+].[CH3:3][C:4]([CH3:18])([CH2:9][O:10][C:11]1[C:12]([NH2:17])=[N:13][CH:14]=[CH:15][CH:16]=1)[C:5](OC)=[O:6]. Product: [CH3:3][C:4]1([CH3:18])[CH2:9][O:10][C:11]2[CH:16]=[CH:15][CH:14]=[N:13][C:12]=2[NH:17][C:5]1=[O:6]. The catalyst class is: 58. (2) Product: [CH:1]1([NH:4][C:5](=[O:6])[C:7]2[CH:8]=[CH:9][C:10]([CH3:32])=[C:11]([N:13]3[C:14](=[O:31])[C:15]4[C:16](=[CH:17][C:18]([N:21]5[CH2:26][CH2:25][N:24]([CH3:27])[CH2:23][CH2:22]5)=[CH:19][CH:20]=4)[N:28]=[CH:33]3)[CH:12]=2)[CH2:3][CH2:2]1. The catalyst class is: 45. Reactant: [CH:1]1([NH:4][C:5]([C:7]2[CH:8]=[CH:9][C:10]([CH3:32])=[C:11]([NH:13][C:14](=[O:31])[C:15]3[CH:20]=[CH:19][C:18]([N:21]4[CH2:26][CH2:25][N:24]([CH3:27])[CH2:23][CH2:22]4)=[CH:17][C:16]=3[N+:28]([O-])=O)[CH:12]=2)=[O:6])[CH2:3][CH2:2]1.[CH2:33](O)C. (3) Reactant: [C:1]1([CH3:22])[CH:6]=[CH:5][C:4]([NH:7][C:8]2[C:13]([NH2:14])=[C:12]([C:15]3[CH:20]=[CH:19][C:18]([CH3:21])=[CH:17][CH:16]=3)[CH:11]=[CH:10][N:9]=2)=[CH:3][CH:2]=1.[CH2:23](OC=C(C#N)C#N)C. Product: [C:1]1([CH3:22])[CH:2]=[CH:3][C:4]([N:7]2[C:8]3=[N:9][CH:10]=[CH:11][C:12]([C:15]4[CH:20]=[CH:19][C:18]([CH3:21])=[CH:17][CH:16]=4)=[C:13]3[N:14]=[CH:23]2)=[CH:5][CH:6]=1. The catalyst class is: 32. (4) Reactant: [C:1]([O:4][CH2:5][C:6]1[C:7]([N:13]2[CH2:24][CH2:23][N:22]3[C:15](=[CH:16][C:17]4[CH2:18][C:19]([CH3:26])([CH3:25])[CH2:20][C:21]=43)[C:14]2=[O:27])=[N:8][CH:9]=[CH:10][C:11]=1Cl)(=[O:3])[CH3:2].[B:28]1(B2OC(C)(C)C(C)(C)O2)[O:32]C(C)(C)C(C)(C)[O:29]1.CC(C1C=C(C(C)C)C(C2C=CC=CC=2P(C2CCCCC2)C2CCCCC2)=C(C(C)C)C=1)C.C([O-])(=O)C.[K+]. Product: [C:1]([O:4][CH2:5][C:6]1[C:7]([N:13]2[CH2:24][CH2:23][N:22]3[C:15](=[CH:16][C:17]4[CH2:18][C:19]([CH3:26])([CH3:25])[CH2:20][C:21]=43)[C:14]2=[O:27])=[N:8][CH:9]=[CH:10][C:11]=1[B:28]([OH:32])[OH:29])(=[O:3])[CH3:2]. The catalyst class is: 294. (5) Reactant: [Cl:1][C:2]1[S:6][C:5]([S:7]([NH:10][CH:11]([CH2:14][OH:15])[CH2:12][OH:13])(=[O:9])=[O:8])=[CH:4][CH:3]=1.CO[CH:18](OC)[C:19](=O)[CH3:20].O.C1(C)C=CC(S(O)(=O)=O)=CC=1.C([O-])(O)=O.[Na+]. Product: [Cl:1][C:2]1[S:6][C:5]([S:7]([NH:10][CH:11]2[CH2:12][O:13][C:19]([CH3:20])([CH3:18])[O:15][CH2:14]2)(=[O:9])=[O:8])=[CH:4][CH:3]=1. The catalyst class is: 1.